The task is: Predict the reactants needed to synthesize the given product.. This data is from Full USPTO retrosynthesis dataset with 1.9M reactions from patents (1976-2016). (1) Given the product [F:34][C:35]([F:55])([F:54])[S:36]([O:23][C:9]1[CH:8]=[CH:7][C:6]2[N:5]([C:24](=[O:26])[CH3:25])[CH:4]([CH:1]3[CH2:2][CH2:3]3)[CH:13]([CH3:14])[CH:12]([NH:15][C:16]3[CH:21]=[CH:20][CH:19]=[C:18]([CH3:22])[N:17]=3)[C:11]=2[N:10]=1)(=[O:38])=[O:37], predict the reactants needed to synthesize it. The reactants are: [CH:1]1([C@H:4]2[C@H:13]([CH3:14])[C@@H:12]([NH:15][C:16]3[CH:21]=[CH:20][CH:19]=[C:18]([CH3:22])[N:17]=3)[C:11]3[C:6](=[CH:7][CH:8]=[C:9]([OH:23])[N:10]=3)[N:5]2[C:24](=[O:26])[CH3:25])[CH2:3][CH2:2]1.CCN(CC)CC.[F:34][C:35]([F:55])([F:54])[S:36](N(C1C=CC(Cl)=CN=1)[S:36]([C:35]([F:55])([F:54])[F:34])(=[O:38])=[O:37])(=[O:38])=[O:37]. (2) Given the product [Br:12][C:4]1[CH:3]=[C:2]([CH:7]=[C:6]([C:8]([CH3:11])([CH3:10])[CH3:9])[CH:5]=1)[CH:21]=[O:22], predict the reactants needed to synthesize it. The reactants are: Br[C:2]1[CH:7]=[C:6]([C:8]([CH3:11])([CH3:10])[CH3:9])[CH:5]=[C:4]([Br:12])[CH:3]=1.[Li]CCCC.CN([CH:21]=[O:22])C.Cl. (3) The reactants are: Br[CH2:2][CH2:3][CH2:4][CH2:5][CH2:6][CH2:7][C:8]1[C:14]2[CH:15]=[CH:16][C:17]([OH:19])=[CH:18][C:13]=2[CH2:12][CH2:11][CH2:10][C:9]=1[C:20]1[CH:25]=[CH:24][CH:23]=[CH:22][CH:21]=1.[CH3:26][NH:27][CH2:28][CH2:29][CH2:30][CH2:31][S:32]([CH2:35][CH2:36][CH2:37][C:38]([F:41])([F:40])[F:39])(=[O:34])=[O:33]. Given the product [CH3:26][N:27]([CH2:28][CH2:29][CH2:30][CH2:31][S:32]([CH2:35][CH2:36][CH2:37][C:38]([F:39])([F:41])[F:40])(=[O:34])=[O:33])[CH2:2][CH2:3][CH2:4][CH2:5][CH2:6][CH2:7][C:8]1[C:14]2[CH:15]=[CH:16][C:17]([OH:19])=[CH:18][C:13]=2[CH2:12][CH2:11][CH2:10][C:9]=1[C:20]1[CH:25]=[CH:24][CH:23]=[CH:22][CH:21]=1, predict the reactants needed to synthesize it. (4) The reactants are: [NH2:1][CH:2]([CH2:12][C:13]1[CH:18]=[CH:17][C:16]([C:19]([F:22])([F:21])[F:20])=[CH:15][CH:14]=1)[CH:3]([C:5]1[CH:10]=[CH:9][CH:8]=[CH:7][C:6]=1[F:11])[OH:4].[C:23]1([CH2:29][CH2:30][C:31](Cl)=[O:32])[CH:28]=[CH:27][CH:26]=[CH:25][CH:24]=1.C(=O)([O-])O.[Na+]. Given the product [F:11][C:6]1[CH:7]=[CH:8][CH:9]=[CH:10][C:5]=1[CH:3]([OH:4])[CH:2]([NH:1][C:31](=[O:32])[CH2:30][CH2:29][C:23]1[CH:28]=[CH:27][CH:26]=[CH:25][CH:24]=1)[CH2:12][C:13]1[CH:18]=[CH:17][C:16]([C:19]([F:22])([F:20])[F:21])=[CH:15][CH:14]=1, predict the reactants needed to synthesize it.